This data is from Reaction yield outcomes from USPTO patents with 853,638 reactions. The task is: Predict the reaction yield, written as a fraction of the theoretical maximum amount of product (1.0 means a 100% yield; for example, 0.34 means a 34% yield). (1) The reactants are [C:1]([CH:3]([CH2:9][CH:10](OCC)OCC)[C:4]([O:6]CC)=O)#N.S(=O)(=O)(O)O.[OH-].[NH4+].[C:24]([NH2:27])(=[NH:26])[CH3:25].[CH3:28][C:29](C)([O-])C.[K+]. The yield is 0.210. The catalyst is C(O)C.C(OCC)(=O)C.C(Cl)(Cl)Cl.CO. The product is [CH3:25][C:24]1[NH:26][C:4](=[O:6])[C:3]2[CH2:1][CH:28]([CH3:29])[CH2:10][C:9]=2[N:27]=1. (2) The reactants are Br[C:2]1[CH:7]=[C:6]([CH3:8])[CH:5]=[CH:4][C:3]=1[O:9][CH3:10].[CH:11]1[C:23]2[NH:22][C:21]3[C:16](=[CH:17][CH:18]=[CH:19][CH:20]=3)[C:15]=2[CH:14]=[CH:13][CH:12]=1.[O-]P([O-])([O-])=O.[K+].[K+].[K+].N[C@@H]1CCCC[C@H]1N. The catalyst is O1CCOCC1.[Cu]I. The product is [CH3:10][O:9][C:3]1[CH:4]=[CH:5][C:6]([CH3:8])=[CH:7][C:2]=1[N:22]1[C:23]2[CH:11]=[CH:12][CH:13]=[CH:14][C:15]=2[C:16]2[C:21]1=[CH:20][CH:19]=[CH:18][CH:17]=2. The yield is 0.450.